From a dataset of Reaction yield outcomes from USPTO patents with 853,638 reactions. Predict the reaction yield, written as a fraction of the theoretical maximum amount of product (1.0 means a 100% yield; for example, 0.34 means a 34% yield). (1) The reactants are FC(F)(F)S(O[C:7]1[CH2:16][CH2:15][C:14]2[CH:13]=[C:12]([C:17]([O:19][CH3:20])=[O:18])[CH:11]=[CH:10][C:9]=2[CH:8]=1)(=O)=O.C(N(CC)CC)C.[C:30]([C:32]1[CH:37]=[CH:36][CH:35]=[C:34]([F:38])[CH:33]=1)#[CH:31]. The catalyst is CN(C=O)C.O.[Cu]I.C1C=CC([P]([Pd]([P](C2C=CC=CC=2)(C2C=CC=CC=2)C2C=CC=CC=2)([P](C2C=CC=CC=2)(C2C=CC=CC=2)C2C=CC=CC=2)[P](C2C=CC=CC=2)(C2C=CC=CC=2)C2C=CC=CC=2)(C2C=CC=CC=2)C2C=CC=CC=2)=CC=1. The product is [F:38][C:34]1[CH:33]=[C:32]([C:30]#[C:31][C:7]2[CH2:16][CH2:15][C:14]3[CH:13]=[C:12]([C:17]([O:19][CH3:20])=[O:18])[CH:11]=[CH:10][C:9]=3[CH:8]=2)[CH:37]=[CH:36][CH:35]=1. The yield is 0.830. (2) The product is [CH2:37]([N:3]([CH2:1][CH3:2])[CH2:4][CH2:5][CH2:6][NH:7][C:8]1[N:9]=[C:10]([C:27]2[CH:28]=[C:29]([CH:33]=[CH:34][C:35]=2[CH3:36])[C:30]([N:40]([CH3:41])[CH3:39])=[O:32])[C:11]2[CH:17]=[CH:16][C:15](=[O:18])[N:14]([C:19]3[C:20]([F:26])=[CH:21][CH:22]=[CH:23][C:24]=3[F:25])[C:12]=2[N:13]=1)[CH3:38]. The catalyst is ClCCl.C1COCC1. The reactants are [CH2:1]([N:3]([CH2:37][CH3:38])[CH2:4][CH2:5][CH2:6][NH:7][C:8]1[N:9]=[C:10]([C:27]2[CH:28]=[C:29]([CH:33]=[CH:34][C:35]=2[CH3:36])[C:30]([OH:32])=O)[C:11]2[CH:17]=[CH:16][C:15](=[O:18])[N:14]([C:19]3[C:24]([F:25])=[CH:23][CH:22]=[CH:21][C:20]=3[F:26])[C:12]=2[N:13]=1)[CH3:2].[CH3:39][N:40](C(ON1N=NC2C=CC=CC1=2)=[N+](C)C)[CH3:41].F[P-](F)(F)(F)(F)F.CNC. The yield is 0.990.